From a dataset of Catalyst prediction with 721,799 reactions and 888 catalyst types from USPTO. Predict which catalyst facilitates the given reaction. (1) Product: [CH3:1][O:2][C:3]1[CH:4]=[CH:5][C:6]([N+:10]([O-:12])=[O:11])=[C:7]([CH:8]=1)[O:9][CH2:32][C@H:33]1[CH2:35][O:34]1. Reactant: [CH3:1][O:2][C:3]1[CH:4]=[CH:5][C:6]([N+:10]([O-:12])=[O:11])=[C:7]([OH:9])[CH:8]=1.C1(P(C2C=CC=CC=2)C2C=CC=CC=2)C=CC=CC=1.[CH3:32][CH2:33][O:34][C:35](/N=N/[C:35]([O:34][CH2:33][CH3:32])=O)=O. The catalyst class is: 2. (2) Reactant: [H-].[Na+].[C:3]1([C:9]2[O:10][CH:11]=[C:12]3[C:20]4[CH:19]=[CH:18][CH:17]=[CH:16][C:15]=4[NH:14][C:13]=23)[CH:8]=[CH:7][CH:6]=[CH:5][CH:4]=1.C1OCCOCCOCCOCCOC1.[Br:36][C:37]1[CH:45]=[CH:44][CH:43]=[CH:42][C:38]=1[C:39](Cl)=[O:40]. Product: [Br:36][C:37]1[CH:45]=[CH:44][CH:43]=[CH:42][C:38]=1[C:39]([N:14]1[C:15]2[CH:16]=[CH:17][CH:18]=[CH:19][C:20]=2[C:12]2=[CH:11][O:10][C:9]([C:3]3[CH:4]=[CH:5][CH:6]=[CH:7][CH:8]=3)=[C:13]12)=[O:40]. The catalyst class is: 1. (3) Product: [CH3:26][O:27][C:28]1[CH:33]=[C:32]([CH3:34])[N:31]=[C:30]([N:35]2[CH2:36][CH2:37][N:38]([CH2:12][CH2:13][CH2:14][C:15]3[C:23]4[C:18](=[CH:19][CH:20]=[C:21]([C:24]#[N:25])[CH:22]=4)[NH:17][CH:16]=3)[CH2:39][CH2:40]2)[N:29]=1. Reactant: CC1C=CC(S(O[CH2:12][CH2:13][CH2:14][C:15]2[C:23]3[C:18](=[CH:19][CH:20]=[C:21]([C:24]#[N:25])[CH:22]=3)[NH:17][CH:16]=2)(=O)=O)=CC=1.[CH3:26][O:27][C:28]1[CH:33]=[C:32]([CH3:34])[N:31]=[C:30]([N:35]2[CH2:40][CH2:39][NH:38][CH2:37][CH2:36]2)[N:29]=1.C(=O)([O-])[O-].[K+].[K+].[I-].[K+]. The catalyst class is: 10.